From a dataset of Full USPTO retrosynthesis dataset with 1.9M reactions from patents (1976-2016). Predict the reactants needed to synthesize the given product. Given the product [NH2:8][C@@H:9]1[C:23](=[O:24])[N:22]2[CH2:25][C@H:26]([O:28][C:29]3[C:30]4[S:43][CH:42]=[CH:41][C:31]=4[N:32]=[C:33]([C:35]4[CH:40]=[CH:39][CH:38]=[CH:37][N:36]=4)[N:34]=3)[CH2:27][C@H:21]2[C:20](=[O:44])[NH:19][C@:18]2([C:46]([O:48][CH3:49])=[O:47])[CH2:45][C@H:17]2[CH:16]=[CH:15][CH2:14][CH2:13][CH2:12][CH2:11][CH2:10]1, predict the reactants needed to synthesize it. The reactants are: C(OC([NH:8][C@@H:9]1[C:23](=[O:24])[N:22]2[CH2:25][C@H:26]([O:28][C:29]3[C:30]4[S:43][CH:42]=[CH:41][C:31]=4[N:32]=[C:33]([C:35]4[CH:40]=[CH:39][CH:38]=[CH:37][N:36]=4)[N:34]=3)[CH2:27][C@H:21]2[C:20](=[O:44])[NH:19][C@:18]2([C:46]([O:48][CH3:49])=[O:47])[CH2:45][C@H:17]2[CH:16]=[CH:15][CH2:14][CH2:13][CH2:12][CH2:11][CH2:10]1)=O)(C)(C)C.FC(F)(F)C(O)=O.